Task: Regression/Classification. Given a drug SMILES string, predict its absorption, distribution, metabolism, or excretion properties. Task type varies by dataset: regression for continuous measurements (e.g., permeability, clearance, half-life) or binary classification for categorical outcomes (e.g., BBB penetration, CYP inhibition). Dataset: cyp2c9_veith.. Dataset: CYP2C9 inhibition data for predicting drug metabolism from PubChem BioAssay (1) The compound is Cc1ccc(NC(=O)c2sc3ccccc3c2Cl)nc1. The result is 0 (non-inhibitor). (2) The compound is Cc1cccc(Nc2cc(Cl)nc(SCC(=O)O)n2)c1C. The result is 0 (non-inhibitor). (3) The molecule is O=C(Nc1ccccc1)N1CCCC2(CCN(C(=O)c3cnccn3)CC2)C1. The result is 0 (non-inhibitor).